Dataset: Catalyst prediction with 721,799 reactions and 888 catalyst types from USPTO. Task: Predict which catalyst facilitates the given reaction. (1) Reactant: C(=O)([O-])[O-].[K+].[K+].I[CH:8]1[CH2:12][CH2:11][CH2:10][CH2:9]1.[O:13]=[S:14]1(=[O:31])[CH2:19][CH2:18][N:17]2[CH:20]=[CH:21][CH:22]=[C:23]([C:24]3[CH:29]=[CH:28][C:27]([OH:30])=[CH:26][CH:25]=3)[C:16]2=[N:15]1.[OH-].[Na+]. Product: [CH:8]1([O:30][C:27]2[CH:26]=[CH:25][C:24]([C:23]3[C:16]4=[N:15][S:14](=[O:31])(=[O:13])[CH2:19][CH2:18][N:17]4[CH:20]=[CH:21][CH:22]=3)=[CH:29][CH:28]=2)[CH2:12][CH2:11][CH2:10][CH2:9]1. The catalyst class is: 16. (2) Product: [CH2:1]([C:12]1[NH:13][C:14]2[C:19]([CH:20]=1)=[CH:18][CH:17]=[CH:16][CH:15]=2)[CH2:2][CH2:3][CH2:4][CH2:5][CH2:6][CH2:7][CH2:8][CH2:9][CH2:10][CH3:11]. The catalyst class is: 29. Reactant: [CH:1]([C:12]1[NH:13][C:14]2[C:19]([CH:20]=1)=[CH:18][CH:17]=[CH:16][CH:15]=2)=[CH:2][CH2:3][CH2:4][CH2:5][CH2:6][CH2:7][CH2:8][CH2:9][CH2:10][CH3:11].[H][H]. (3) Reactant: Cl.[C:2]1([C:8]2[CH2:9][CH2:10][NH:11][CH2:12][CH:13]=2)[CH:7]=[CH:6][CH:5]=[CH:4][CH:3]=1.C(N(CC)CC)C.[C:21](=O)([O:27]C(C)(C)C)[O:22][C:23]([CH3:26])([CH3:25])[CH3:24]. Product: [C:2]1([C:8]2[CH2:13][CH2:12][N:11]([C:21]([O:22][C:23]([CH3:26])([CH3:25])[CH3:24])=[O:27])[CH2:10][CH:9]=2)[CH:7]=[CH:6][CH:5]=[CH:4][CH:3]=1. The catalyst class is: 10. (4) Reactant: C[O:2][C:3](=[O:29])[CH2:4][CH2:5][C:6]1[C:11]([CH3:12])=[CH:10][C:9]([C:13]2[O:14][C:15]([C:18]3[S:19][C:20]([CH3:27])=[C:21]([CH2:23][CH:24]([CH3:26])[CH3:25])[CH:22]=3)=[N:16][N:17]=2)=[CH:8][C:7]=1[CH3:28]. Product: [CH2:23]([C:21]1[CH:22]=[C:18]([C:15]2[O:14][C:13]([C:9]3[CH:10]=[C:11]([CH3:12])[C:6]([CH2:5][CH2:4][C:3]([OH:29])=[O:2])=[C:7]([CH3:28])[CH:8]=3)=[N:17][N:16]=2)[S:19][C:20]=1[CH3:27])[CH:24]([CH3:26])[CH3:25]. The catalyst class is: 106. (5) Reactant: [CH3:1][C:2]1[N:7]=[C:6]([C:8]([OH:10])=O)[C:5]([O:11][CH2:12][CH:13]([CH3:15])[CH3:14])=[CH:4][CH:3]=1.CN(C(ON1N=NC2C=CC=CC1=2)=[N+](C)C)C.[B-](F)(F)(F)F.CCN(C(C)C)C(C)C.[CH3:47][C:48]1[CH:49]=[C:50]([CH3:64])[C:51]2[N:52]([CH:54]=[C:55]([CH2:57][C@@H:58]3[CH2:63][CH2:62][CH2:61][CH2:60][NH:59]3)[N:56]=2)[CH:53]=1. Product: [CH3:47][C:48]1[CH:49]=[C:50]([CH3:64])[C:51]2[N:52]([CH:54]=[C:55]([CH2:57][C@@H:58]3[CH2:63][CH2:62][CH2:61][CH2:60][N:59]3[C:8]([C:6]3[C:5]([O:11][CH2:12][CH:13]([CH3:15])[CH3:14])=[CH:4][CH:3]=[C:2]([CH3:1])[N:7]=3)=[O:10])[N:56]=2)[CH:53]=1. The catalyst class is: 634. (6) Reactant: [C:1]1([N:7]2[C:11]([C:12]3[C:17](=[O:18])[CH:16]=[CH:15][N:14]([C:19]4[CH:20]=[N:21][CH:22]=[CH:23][CH:24]=4)[N:13]=3)=[CH:10][CH:9]=[N:8]2)[CH:6]=[CH:5][CH:4]=[CH:3][CH:2]=1.[CH2:25](Br)[C:26]1[CH:31]=[CH:30][CH:29]=[CH:28][CH:27]=1. Product: [CH2:25]([N:21]1[CH2:22][CH2:23][CH2:24][CH:19]([N:14]2[CH:15]=[CH:16][C:17](=[O:18])[C:12]([C:11]3[N:7]([C:1]4[CH:2]=[CH:3][CH:4]=[CH:5][CH:6]=4)[N:8]=[CH:9][CH:10]=3)=[N:13]2)[CH2:20]1)[C:26]1[CH:31]=[CH:30][CH:29]=[CH:28][CH:27]=1. The catalyst class is: 10. (7) Reactant: [Cl:1][C:2]1[CH:3]=[CH:4][CH:5]=[C:6]2[C:11]=1[N:10]=[C:9]([C:12]1[S:13][C:14]([CH3:17])=[N:15][N:16]=1)[C:8]([C@@H:18]([N:20]1C(=O)C3C(=CC=CC=3)C1=O)[CH3:19])=[CH:7]2.O.NN. Product: [Cl:1][C:2]1[CH:3]=[CH:4][CH:5]=[C:6]2[C:11]=1[N:10]=[C:9]([C:12]1[S:13][C:14]([CH3:17])=[N:15][N:16]=1)[C:8]([C@@H:18]([NH2:20])[CH3:19])=[CH:7]2. The catalyst class is: 219.